This data is from Forward reaction prediction with 1.9M reactions from USPTO patents (1976-2016). The task is: Predict the product of the given reaction. (1) Given the reactants [CH2:1]([C:3]1[CH:9]=[CH:8][C:6](N)=[CH:5][C:4]=1[N+:10]([O-:12])=[O:11])[CH3:2].N([O-])=O.[Na+].[BrH:17], predict the reaction product. The product is: [Br:17][C:6]1[CH:8]=[CH:9][C:3]([CH2:1][CH3:2])=[C:4]([N+:10]([O-:12])=[O:11])[CH:5]=1. (2) Given the reactants [CH:1]12[CH2:10][CH:5]3[CH2:6][CH:7]([CH2:9][CH:3]([CH2:4]3)[CH:2]1[N:11]1[C:14](=[O:15])[C:13]([CH3:17])([CH3:16])[NH:12]1)[CH2:8]2.[C:18]1([CH2:24][CH:25]=O)[CH:23]=[CH:22][CH:21]=[CH:20][CH:19]=1.C(O[BH-](OC(=O)C)OC(=O)C)(=O)C.[Na+].C(O)(=O)C, predict the reaction product. The product is: [CH3:16][C:13]1([CH3:17])[N:12](/[CH:25]=[CH:24]/[C:18]2[CH:23]=[CH:22][CH:21]=[CH:20][CH:19]=2)[N:11]([CH:2]2[CH:3]3[CH2:4][CH:5]4[CH2:6][CH:7]([CH2:8][CH:1]2[CH2:10]4)[CH2:9]3)[C:14]1=[O:15]. (3) Given the reactants [Cl:1][C:2]1[CH:9]=[C:8](F)[CH:7]=[CH:6][C:3]=1[C:4]#[N:5].[F:11][C:12]1[CH:23]=[CH:22][C:15]([CH2:16][C@@H:17]([C:19]([OH:21])=[O:20])[NH2:18])=[CH:14][CH:13]=1.C(=O)([O-])[O-].[Cs+].[Cs+].C(OCC)(=O)C, predict the reaction product. The product is: [Cl:1][C:2]1[CH:9]=[C:8]([NH:18][C@H:17]([C:19]([OH:21])=[O:20])[CH2:16][C:15]2[CH:14]=[CH:13][C:12]([F:11])=[CH:23][CH:22]=2)[CH:7]=[CH:6][C:3]=1[C:4]#[N:5].